Dataset: Catalyst prediction with 721,799 reactions and 888 catalyst types from USPTO. Task: Predict which catalyst facilitates the given reaction. (1) Reactant: C([O:8][C:9]1[CH:14]=[CH:13][C:12]([N:15]2[CH2:20][CH2:19][O:18][CH:17]([C:21]3[CH:26]=[CH:25][CH:24]=[CH:23][CH:22]=3)[CH2:16]2)=[CH:11][CH:10]=1)C1C=CC=CC=1. Product: [C:21]1([CH:17]2[O:18][CH2:19][CH2:20][N:15]([C:12]3[CH:11]=[CH:10][C:9]([OH:8])=[CH:14][CH:13]=3)[CH2:16]2)[CH:22]=[CH:23][CH:24]=[CH:25][CH:26]=1. The catalyst class is: 19. (2) Reactant: Cl[CH2:2][CH2:3][CH:4]([CH3:13])[O:5][Si:6]([C:9]([CH3:12])([CH3:11])[CH3:10])([CH3:8])[CH3:7].[I-:14].[Na+]. Product: [CH3:10][C:9]([Si:6]([O:5][CH:4]([CH3:13])[CH2:3][CH2:2][I:14])([CH3:8])[CH3:7])([CH3:12])[CH3:11]. The catalyst class is: 21. (3) Reactant: [CH2:1]1[NH:6][C:4](=[O:5])[NH:3][CH2:2]1.Br[CH2:8][C:9]1[C:10]([CH3:15])=[CH:11][CH:12]=[CH:13][CH:14]=1.CN(C)C=O.[H-].[Na+]. The catalyst class is: 6. Product: [CH3:8][C:9]1[CH:14]=[CH:13][CH:12]=[CH:11][C:10]=1[CH2:15][N:3]1[CH2:2][CH2:1][NH:6][C:4]1=[O:5]. (4) Reactant: [F:1][C:2]1[CH:7]=[CH:6][CH:5]=[CH:4][C:3]=1[N:8]1[C:12](=[O:13])[CH2:11][C:10]([C:14]2[CH:19]=[CH:18][CH:17]=[CH:16][C:15]=2[F:20])=[N:9]1.CO[CH:23](OC)[N:24]([CH3:26])[CH3:25]. Product: [CH3:23][N:24](/[CH:26]=[C:11]1\[C:12](=[O:13])[N:8]([C:3]2[CH:4]=[CH:5][CH:6]=[CH:7][C:2]=2[F:1])[N:9]=[C:10]\1[C:14]1[CH:19]=[CH:18][CH:17]=[CH:16][C:15]=1[F:20])[CH3:25]. The catalyst class is: 5. (5) Reactant: [CH2:1]([CH:3]1[C:12]2[C:7](=[N:8][C:9]([C:19]3[CH:24]=[CH:23][CH:22]=[CH:21][CH:20]=3)=[C:10]([C:13]3[CH:18]=[CH:17][CH:16]=[CH:15][CH:14]=3)[N:11]=2)[N:6]([CH2:25][CH2:26][CH2:27][CH2:28][CH2:29][CH2:30][C:31]([O:33]CC)=[O:32])[CH2:5][CH2:4]1)[CH3:2].[Li+].[OH-].Cl. The catalyst class is: 20. Product: [CH2:1]([CH:3]1[C:12]2[C:7](=[N:8][C:9]([C:19]3[CH:24]=[CH:23][CH:22]=[CH:21][CH:20]=3)=[C:10]([C:13]3[CH:18]=[CH:17][CH:16]=[CH:15][CH:14]=3)[N:11]=2)[N:6]([CH2:25][CH2:26][CH2:27][CH2:28][CH2:29][CH2:30][C:31]([OH:33])=[O:32])[CH2:5][CH2:4]1)[CH3:2]. (6) Reactant: [C:1]([C:5]1[C:6]([O:22][CH3:23])=[CH:7][C:8]([CH2:19][S:20][CH3:21])=[C:9]([C:11]2[C:12]([O:17]C)=[N:13][CH:14]=[CH:15][CH:16]=2)[CH:10]=1)([CH3:4])([CH3:3])[CH3:2].Br.CC(O)=O.C([O-])([O-])=O.[K+].[K+]. Product: [C:1]([C:5]1[C:6]([O:22][CH3:23])=[CH:7][C:8]([CH2:19][S:20][CH3:21])=[C:9]([C:11]2[C:12](=[O:17])[NH:13][CH:14]=[CH:15][CH:16]=2)[CH:10]=1)([CH3:4])([CH3:2])[CH3:3]. The catalyst class is: 6. (7) Reactant: [C:1]1([CH:7]([C:27]2[CH:32]=[CH:31][CH:30]=[CH:29][CH:28]=2)[CH2:8][CH2:9][N:10]2[CH2:15][CH2:14][N:13]([C:16]3[CH:17]=[C:18]([CH:24]=[CH:25][CH:26]=3)[C:19]([O:21]CC)=[O:20])[CH2:12][CH2:11]2)[CH:6]=[CH:5][CH:4]=[CH:3][CH:2]=1.O1CCCC1.[OH-].[Na+]. Product: [C:27]1([CH:7]([C:1]2[CH:6]=[CH:5][CH:4]=[CH:3][CH:2]=2)[CH2:8][CH2:9][N:10]2[CH2:11][CH2:12][N:13]([C:16]3[CH:17]=[C:18]([CH:24]=[CH:25][CH:26]=3)[C:19]([OH:21])=[O:20])[CH2:14][CH2:15]2)[CH:28]=[CH:29][CH:30]=[CH:31][CH:32]=1. The catalyst class is: 5.